From a dataset of Full USPTO retrosynthesis dataset with 1.9M reactions from patents (1976-2016). Predict the reactants needed to synthesize the given product. (1) Given the product [O:1]1[C:5]2[CH:6]=[CH:7][C:8]([CH:10]3[C:18]4[C:13](=[CH:14][CH:15]=[CH:16][CH:17]=4)[N:12]([CH2:19][C:20]4[CH:25]=[CH:24][C:23]([Cl:26])=[CH:22][CH:21]=4)[C:11]3=[O:27])=[CH:9][C:4]=2[O:3][CH2:2]1, predict the reactants needed to synthesize it. The reactants are: [O:1]1[C:5]2[CH:6]=[CH:7][C:8]([C:10]3(O)[C:18]4[C:13](=[CH:14][CH:15]=[CH:16][CH:17]=4)[N:12]([CH2:19][C:20]4[CH:25]=[CH:24][C:23]([Cl:26])=[CH:22][CH:21]=4)[C:11]3=[O:27])=[CH:9][C:4]=2[O:3][CH2:2]1.FC(F)(F)C(O)=O.C([SiH](CC)CC)C. (2) Given the product [C:18]([C:3]1[CH:4]=[C:5]([C:8]2[C:9]([C:14]([O:16][CH3:17])=[O:15])=[N:10][CH:11]=[CH:12][CH:13]=2)[CH:6]=[CH:7][C:2]=1[Cl:1])([OH:20])=[O:19], predict the reactants needed to synthesize it. The reactants are: [Cl:1][C:2]1[CH:7]=[CH:6][C:5]([C:8]2[C:9]([C:14]([O:16][CH3:17])=[O:15])=[N:10][CH:11]=[CH:12][CH:13]=2)=[CH:4][C:3]=1[C:18]([O:20]C(C)(C)C)=[O:19].FC(F)(F)C(O)=O.